Predict the product of the given reaction. From a dataset of Forward reaction prediction with 1.9M reactions from USPTO patents (1976-2016). (1) Given the reactants [F:1][C:2]1([F:10])[CH2:7][CH2:6][CH:5]([CH2:8]O)[CH2:4][CH2:3]1.C1(P(C2C=CC=CC=2)C2C=CC=CC=2)C=CC=CC=1.C(Br)(Br)(Br)[Br:31], predict the reaction product. The product is: [Br:31][CH2:8][CH:5]1[CH2:6][CH2:7][C:2]([F:10])([F:1])[CH2:3][CH2:4]1. (2) Given the reactants [I:1][C:2]1[C:11]2[O:10][CH2:9][C:8](=[O:12])[NH:7][C:6]=2[CH:5]=[C:4]([C:13]([O:15][CH3:16])=[O:14])[CH:3]=1.C(=O)([O-])[O-].[K+].[K+].Br[CH2:24][CH2:25][CH2:26][CH3:27], predict the reaction product. The product is: [CH2:24]([N:7]1[C:6]2[CH:5]=[C:4]([C:13]([O:15][CH3:16])=[O:14])[CH:3]=[C:2]([I:1])[C:11]=2[O:10][CH2:9][C:8]1=[O:12])[CH2:25][CH2:26][CH3:27]. (3) Given the reactants [C@H:1]12[CH2:6][C@H:5]1[CH2:4][C@@H:3]([CH2:7][NH:8][C:9]([C:11]1[N:18]3[C:14]([S:15][CH:16]=[CH:17]3)=[N:13][C:12]=1[CH3:19])=[O:10])[NH:2]2.[Cl:20][C:21]1[CH:22]=[C:23]([C:27]2[C:28]([C:33](O)=[O:34])=[CH:29][CH:30]=[CH:31][CH:32]=2)[CH:24]=[CH:25][CH:26]=1, predict the reaction product. The product is: [Cl:20][C:21]1[CH:22]=[C:23]([C:27]2[C:28]([C:33]([N:2]3[C@H:3]([CH2:7][NH:8][C:9]([C:11]4[N:18]5[C:14]([S:15][CH:16]=[CH:17]5)=[N:13][C:12]=4[CH3:19])=[O:10])[CH2:4][C@H:5]4[C@@H:1]3[CH2:6]4)=[O:34])=[CH:29][CH:30]=[CH:31][CH:32]=2)[CH:24]=[CH:25][CH:26]=1. (4) Given the reactants Br[CH2:2][CH2:3][O:4][CH2:5][CH2:6][O:7][Si:8]([C:11]([CH3:14])([CH3:13])[CH3:12])([CH3:10])[CH3:9].[OH:15][C:16]1[CH:21]=[CH:20][C:19]([C@H:22]2[CH2:39][C@@:37]3([CH3:38])[C@@H:33]([CH2:34][CH2:35][C:36]3=[O:40])[C@H:32]3[C:23]2=[C:24]2[C:29]([CH2:30][CH2:31]3)=[CH:28][C:27](=[O:41])[CH2:26][CH2:25]2)=[CH:18][CH:17]=1.[H-].[Na+].[Cl-].[NH4+], predict the reaction product. The product is: [CH3:12][C:11]([Si:8]([CH3:10])([CH3:9])[O:7][CH2:6][CH2:5][O:4][CH2:3][CH2:2][O:15][C:16]1[CH:17]=[CH:18][C:19]([C@H:22]2[CH2:39][C@@:37]3([CH3:38])[C@@H:33]([CH2:34][CH2:35][C:36]3=[O:40])[C@H:32]3[C:23]2=[C:24]2[C:29]([CH2:30][CH2:31]3)=[CH:28][C:27](=[O:41])[CH2:26][CH2:25]2)=[CH:20][CH:21]=1)([CH3:14])[CH3:13]. (5) Given the reactants [N:1]1[N:2]=[C:3]([C:10]2[CH:19]=[CH:18][C:17]3[C:12](=[C:13]([O:20][CH:21]4[CH:27]([F:28])[CH2:26][CH2:25][N:24](C(OC(C)(C)C)=O)[CH2:23][CH2:22]4)[CH:14]=[CH:15][CH:16]=3)[N:11]=2)[N:4]2[CH:9]=[CH:8][CH:7]=[CH:6][C:5]=12.Cl, predict the reaction product. The product is: [N:1]1[N:2]=[C:3]([C:10]2[CH:19]=[CH:18][C:17]3[C:12](=[C:13]([O:20][CH:21]4[CH:27]([F:28])[CH2:26][CH2:25][NH:24][CH2:23][CH2:22]4)[CH:14]=[CH:15][CH:16]=3)[N:11]=2)[N:4]2[CH:9]=[CH:8][CH:7]=[CH:6][C:5]=12. (6) Given the reactants [CH:1]#[C:2][CH2:3][NH:4][C@H:5]1[C:9]2[CH:10]=[CH:11][CH:12]=[CH:13][C:8]=2[CH2:7][CH2:6]1.[C:14]([OH:23])(=[O:22])[C@@H:15]([C@H:17]([C:19]([OH:21])=[O:20])[OH:18])[OH:16].CO, predict the reaction product. The product is: [CH:1]#[C:2][CH2:3][NH:4][C@H:5]1[C:9]2[C:8](=[CH:13][CH:12]=[CH:11][CH:10]=2)[CH2:7][CH2:6]1.[CH:1]#[C:2][CH2:3][NH:4][C@H:5]1[C:9]2[C:8](=[CH:13][CH:12]=[CH:11][CH:10]=2)[CH2:7][CH2:6]1.[C@H:15]([OH:16])([C:14]([OH:23])=[O:22])[C@@H:17]([OH:18])[C:19]([OH:21])=[O:20].